The task is: Predict the product of the given reaction.. This data is from Forward reaction prediction with 1.9M reactions from USPTO patents (1976-2016). (1) The product is: [Cl:15][C:4]1[N:3]=[C:2]2[NH:17][N:18]=[C:8]([C:10]3[CH:14]=[CH:13][NH:12][CH:11]=3)[C:7]2=[CH:6][CH:5]=1. Given the reactants Cl[C:2]1[C:7]([C:8]([C:10]2[CH:14]=[CH:13][NH:12][CH:11]=2)=O)=[CH:6][CH:5]=[C:4]([Cl:15])[N:3]=1.O.[NH2:17][NH2:18], predict the reaction product. (2) Given the reactants Br[C:2]1[C:3]([C:29]([O:31][CH3:32])=[O:30])=[CH:4][C:5]([O:8][C@@H:9]2[CH2:14][CH2:13][C@@H:12]([CH3:15])[N:11]([C:16]([C:18]3[CH:23]=[CH:22][CH:21]=[CH:20][C:19]=3[N:24]3[N:28]=[CH:27][CH:26]=[N:25]3)=[O:17])[CH2:10]2)=[N:6][CH:7]=1.CNC1CCCCC1NC.[C:43](=O)([O-])[O-:44].[Cs+].[Cs+].IC, predict the reaction product. The product is: [CH3:43][O:44][C:2]1[C:3]([C:29]([O:31][CH3:32])=[O:30])=[CH:4][C:5]([O:8][C@@H:9]2[CH2:14][CH2:13][C@@H:12]([CH3:15])[N:11]([C:16]([C:18]3[CH:23]=[CH:22][CH:21]=[CH:20][C:19]=3[N:24]3[N:28]=[CH:27][CH:26]=[N:25]3)=[O:17])[CH2:10]2)=[N:6][CH:7]=1.